From a dataset of Full USPTO retrosynthesis dataset with 1.9M reactions from patents (1976-2016). Predict the reactants needed to synthesize the given product. (1) The reactants are: [CH2:1]([N:8]1[CH2:13][CH2:12][N:11]([C:14]2[CH:21]=[CH:20][C:17]([C:18]#[N:19])=[C:16]([Cl:22])[CH:15]=2)[C:10]([CH3:24])([CH3:23])[C:9]1=O)[C:2]1[CH:7]=[CH:6][CH:5]=[CH:4][CH:3]=1.C[SiH](C)O[SiH](C)C. Given the product [CH2:1]([N:8]1[CH2:13][CH2:12][N:11]([C:14]2[CH:21]=[CH:20][C:17]([C:18]#[N:19])=[C:16]([Cl:22])[CH:15]=2)[C:10]([CH3:24])([CH3:23])[CH2:9]1)[C:2]1[CH:3]=[CH:4][CH:5]=[CH:6][CH:7]=1, predict the reactants needed to synthesize it. (2) Given the product [N+:1]([C:4]1[CH:5]=[C:6]([C:10]2([C:13]([NH2:14])=[O:15])[CH2:11][CH2:12]2)[CH:7]=[CH:8][CH:9]=1)([O-:3])=[O:2], predict the reactants needed to synthesize it. The reactants are: [N+:1]([C:4]1[CH:5]=[C:6]([C:10]2([C:13]#[N:14])[CH2:12][CH2:11]2)[CH:7]=[CH:8][CH:9]=1)([O-:3])=[O:2].[OH-:15].[K+].OO. (3) Given the product [NH2:18][C@H:17]([CH2:21][OH:20])[CH2:16][CH2:15][C:14]1[C:31]([F:35])=[CH:32][CH:33]=[CH:34][C:13]=1[NH:12][C:10](=[O:11])[CH:9]([O:8][CH2:1][C:2]1[CH:3]=[CH:4][CH:5]=[CH:6][CH:7]=1)[CH:36]([C:43]1[CH:44]=[CH:45][CH:46]=[CH:47][CH:48]=1)[C:37]1[CH:42]=[CH:41][CH:40]=[CH:39][CH:38]=1, predict the reactants needed to synthesize it. The reactants are: [CH2:1]([O:8][CH:9]([CH:36]([C:43]1[CH:48]=[CH:47][CH:46]=[CH:45][CH:44]=1)[C:37]1[CH:42]=[CH:41][CH:40]=[CH:39][CH:38]=1)[C:10]([NH:12][C:13]1[CH:34]=[CH:33][CH:32]=[C:31]([F:35])[C:14]=1[CH2:15][CH2:16][C@H:17]1[CH2:21][O:20]C(C)(C)[N:18]1C(OC(C)(C)C)=O)=[O:11])[C:2]1[CH:7]=[CH:6][CH:5]=[CH:4][CH:3]=1.C(O)(C(F)(F)F)=O.O. (4) Given the product [C:9]1([C:6]2[CH:5]=[CH:17][CH:16]=[CH:15][CH:20]=2)[CH:14]=[CH:13][C:12]([PH:21](=[O:28])[C:9]2[CH:14]=[CH:13][C:12]([C:15]3[CH:20]=[CH:19][CH:18]=[CH:17][CH:16]=3)=[CH:11][CH:10]=2)=[CH:11][CH:10]=1, predict the reactants needed to synthesize it. The reactants are: [Mg].II.Br[CH2:5][CH2:6]Br.Br[C:9]1[CH:14]=[CH:13][C:12]([C:15]2[CH:20]=[CH:19][CH:18]=[CH:17][CH:16]=2)=[CH:11][CH:10]=1.[P:21]([O-:28])(OCC)OCC.Cl.